This data is from Full USPTO retrosynthesis dataset with 1.9M reactions from patents (1976-2016). The task is: Predict the reactants needed to synthesize the given product. (1) Given the product [N:15]1([C@@H:12]2[CH2:13][CH2:14][N:10]([C:8]3[S:9][C:5]4[CH:4]=[C:3]([OH:2])[CH:22]=[CH:21][C:6]=4[N:7]=3)[CH2:11]2)[CH2:20][CH2:19][CH2:18][CH2:17][CH2:16]1, predict the reactants needed to synthesize it. The reactants are: C[O:2][C:3]1[CH:22]=[CH:21][C:6]2[N:7]=[C:8]([N:10]3[CH2:14][CH2:13][C@@H:12]([N:15]4[CH2:20][CH2:19][CH2:18][CH2:17][CH2:16]4)[CH2:11]3)[S:9][C:5]=2[CH:4]=1.B(Br)(Br)Br.CCCCCCC.C(=O)(O)[O-].[Na+].[Cl-].[Na+]. (2) Given the product [O:21]1[C:25]2[CH:26]=[CH:27][C:28]([C:30]3[N:34]=[C:33]([CH:35]4[CH2:36][CH2:37][N:38]([S:8]([CH2:7][C:1]5[CH:6]=[CH:5][CH:4]=[CH:3][CH:2]=5)(=[O:10])=[O:9])[CH2:39][CH2:40]4)[NH:32][C:31]=3[C:41]3[CH:46]=[CH:45][CH:44]=[CH:43][N:42]=3)=[CH:29][C:24]=2[O:23][CH2:22]1, predict the reactants needed to synthesize it. The reactants are: [C:1]1([CH2:7][S:8](Cl)(=[O:10])=[O:9])[CH:6]=[CH:5][CH:4]=[CH:3][CH:2]=1.C(N(C(C)C)CC)(C)C.[O:21]1[C:25]2[CH:26]=[CH:27][C:28]([C:30]3[N:34]=[C:33]([CH:35]4[CH2:40][CH2:39][NH:38][CH2:37][CH2:36]4)[NH:32][C:31]=3[C:41]3[CH:46]=[CH:45][CH:44]=[CH:43][N:42]=3)=[CH:29][C:24]=2[O:23][CH2:22]1.C(OC(N1CCC(C2NC(C3C=CC=CN=3)=C(C3C=CC4OCOC=4C=3)N=2)CC1)=O)C1C=CC=CC=1. (3) Given the product [Br:1][C:2]1[CH:7]=[C:6]2[CH:8]=[CH:9][NH:13][C:5]2=[CH:4][N:3]=1, predict the reactants needed to synthesize it. The reactants are: [Br:1][C:2]1[CH:7]=[C:6]([CH:8]=[CH:9]N(C)C)[C:5]([N+:13]([O-])=O)=[CH:4][N:3]=1.CCOC(C)=O. (4) Given the product [Cl:28][C:29]1[CH:30]=[C:31]([CH:34]=[C:35]([O:43][CH2:44][CH3:45])[C:36]=1[O:37][CH2:38][C:39]([F:41])([F:42])[F:40])[CH2:32][N:17]1[CH2:18][C:15]2([CH2:26][C:12]([N:9]3[CH2:10][CH2:11][C:6]([CH3:27])([C:4]([O:3][CH2:1][CH3:2])=[O:5])[CH2:7][CH2:8]3)=[N:13][O:14]2)[CH2:16]1, predict the reactants needed to synthesize it. The reactants are: [CH2:1]([O:3][C:4]([C:6]1([CH3:27])[CH2:11][CH2:10][N:9]([C:12]2[CH2:26][C:15]3([CH2:18][N:17](C(OC(C)(C)C)=O)[CH2:16]3)[O:14][N:13]=2)[CH2:8][CH2:7]1)=[O:5])[CH3:2].[Cl:28][C:29]1[CH:30]=[C:31]([CH:34]=[C:35]([O:43][CH2:44][CH3:45])[C:36]=1[O:37][CH2:38][C:39]([F:42])([F:41])[F:40])[CH:32]=O. (5) Given the product [Cl:8][C:6]1[N:5]=[C:4]([NH2:9])[N:3]=[C:2]([NH:16][CH:13]([CH2:14][CH3:15])[CH2:12][O:11][CH3:10])[CH:7]=1, predict the reactants needed to synthesize it. The reactants are: Cl[C:2]1[CH:7]=[C:6]([Cl:8])[N:5]=[C:4]([NH2:9])[N:3]=1.[CH3:10][O:11][CH2:12][CH:13]([NH2:16])[CH2:14][CH3:15].CCN(C(C)C)C(C)C.